Dataset: Forward reaction prediction with 1.9M reactions from USPTO patents (1976-2016). Task: Predict the product of the given reaction. (1) Given the reactants [CH2:1]([N:8]1[CH2:12][CH2:11][C:10]([CH3:14])(O)[CH2:9]1)[C:2]1[CH:7]=[CH:6][CH:5]=[CH:4][CH:3]=1.S(=O)(=O)(O)O.C(=O)([O-])[O-:21].[K+].[K+].ClCCl.[C:29](#[N:31])[CH3:30], predict the reaction product. The product is: [CH2:1]([N:8]1[CH2:12][CH2:11][C:10]([NH:31][C:29](=[O:21])[CH3:30])([CH3:14])[CH2:9]1)[C:2]1[CH:7]=[CH:6][CH:5]=[CH:4][CH:3]=1. (2) The product is: [C:22]([C:21]1[CH:24]=[CH:25][C:18](/[CH:16]=[CH:9]/[C:10]([O:12][CH3:13])=[O:11])=[C:19]([N+:26]([O-:28])=[O:27])[CH:20]=1)#[N:23]. Given the reactants C(OP([CH2:9][C:10]([O:12][CH3:13])=[O:11])(OCC)=O)C.[H-].[Na+].[CH:16]([C:18]1[CH:25]=[CH:24][C:21]([C:22]#[N:23])=[CH:20][C:19]=1[N+:26]([O-:28])=[O:27])=O.O.N, predict the reaction product. (3) Given the reactants [CH3:1][N:2]([CH3:7])[CH2:3][CH2:4][NH:5][CH3:6].O.ON1C2C=CC=CC=2N=N1.Cl.C(N=C=NCCCN(C)C)C.[Cl:31][C:32]1[C:40]([F:41])=[N:39][CH:38]=[CH:37][C:33]=1[C:34]([OH:36])=O, predict the reaction product. The product is: [Cl:31][C:32]1[C:40]([F:41])=[N:39][CH:38]=[CH:37][C:33]=1[C:34]([N:5]([CH2:4][CH2:3][N:2]([CH3:7])[CH3:1])[CH3:6])=[O:36]. (4) Given the reactants [C:1]([O-:4])([O-])=[O:2].[Na+].[Na+].ClC(Cl)(Cl)[C:9]1[NH:13][C:12]2[CH:14]=[CH:15][CH:16]=[CH:17][C:11]=2[N:10]=1.Cl.[CH3:21]O, predict the reaction product. The product is: [CH3:21][O:4][C:1]([C:9]1[NH:13][C:12]2[CH:14]=[CH:15][CH:16]=[CH:17][C:11]=2[N:10]=1)=[O:2]. (5) Given the reactants [Cl:1][C:2]1[CH:3]=[C:4]([NH:9][C:10]([N:12]2[CH2:17][CH2:16][NH:15][CH2:14][CH2:13]2)=[O:11])[CH:5]=[CH:6][C:7]=1[Cl:8].CCN(C(C)C)C(C)C.[C:27]([CH:30]1[CH2:34][CH2:33][N:32]([C:35]([O:37][C:38]([CH3:41])([CH3:40])[CH3:39])=[O:36])[C@@H:31]1C(O)=O)(O)=[O:28].CN(C(ON1N=NC2C=CC=NC1=2)=[N+](C)C)C.F[P-](F)(F)(F)(F)F, predict the reaction product. The product is: [Cl:1][C:2]1[CH:3]=[C:4]([NH:9][C:10]([N:12]2[CH2:17][CH2:16][N:15]([C:27]([CH:30]3[CH2:34][CH2:33][N:32]([C:35]([O:37][C:38]([CH3:41])([CH3:40])[CH3:39])=[O:36])[CH2:31]3)=[O:28])[CH2:14][CH2:13]2)=[O:11])[CH:5]=[CH:6][C:7]=1[Cl:8]. (6) Given the reactants Cl.[C:2]([C:4]1[CH:5]=[C:6]([CH:27]=[CH:28][CH:29]=1)[C:7]([NH:9][C:10]1[C:11]([CH3:26])=[C:12]2[C:16](=[CH:17][CH:18]=1)[N:15]([CH3:19])[CH:14]=[C:13]2[CH:20]1[CH2:25][CH2:24][NH:23][CH2:22][CH2:21]1)=[O:8])#[N:3].CCN(C(C)C)C(C)C.CN(C(ON1N=NC2C=CC=NC1=2)=[N+](C)C)C.F[P-](F)(F)(F)(F)F.[F:63][C:64]([F:72])([F:71])[C@H:65]([OH:70])[CH2:66][C:67](O)=[O:68], predict the reaction product. The product is: [C:2]([C:4]1[CH:5]=[C:6]([CH:27]=[CH:28][CH:29]=1)[C:7]([NH:9][C:10]1[C:11]([CH3:26])=[C:12]2[C:16](=[CH:17][CH:18]=1)[N:15]([CH3:19])[CH:14]=[C:13]2[CH:20]1[CH2:25][CH2:24][N:23]([C:67](=[O:68])[CH2:66][C@@H:65]([OH:70])[C:64]([F:72])([F:71])[F:63])[CH2:22][CH2:21]1)=[O:8])#[N:3]. (7) Given the reactants [C:1]([C:3]1[N:8]=[C:7]([CH2:9][CH2:10][C:11]([O:13][C:14]([CH3:17])([CH3:16])[CH3:15])=[O:12])[CH:6]=[C:5]([CH3:18])[CH:4]=1)#[N:2].[Cl:19][C:20]1[CH:21]=[C:22]([SH:29])[C:23](=[CH:27][CH:28]=1)[C:24](O)=[O:25], predict the reaction product. The product is: [Cl:19][C:20]1[CH:28]=[CH:27][C:23]2[C:24](=[O:25])[N:2]=[C:1]([C:3]3[N:8]=[C:7]([CH2:9][CH2:10][C:11]([O:13][C:14]([CH3:15])([CH3:17])[CH3:16])=[O:12])[CH:6]=[C:5]([CH3:18])[CH:4]=3)[S:29][C:22]=2[CH:21]=1. (8) The product is: [NH2:19][C:15]1[C:14]2[N:20]=[C:21]([CH2:30][CH3:31])[N:22]([CH2:23][CH:24]3[CH2:29][CH2:28][O:27][CH2:26][CH2:25]3)[C:13]=2[C:12]2[CH:11]=[CH:10][C:9]([OH:8])=[CH:18][C:17]=2[N:16]=1. Given the reactants C([O:8][C:9]1[CH:10]=[CH:11][C:12]2[C:13]3[N:22]([CH2:23][CH:24]4[CH2:29][CH2:28][O:27][CH2:26][CH2:25]4)[C:21]([CH2:30][CH3:31])=[N:20][C:14]=3[C:15]([NH2:19])=[N:16][C:17]=2[CH:18]=1)C1C=CC=CC=1.C(O)C.CO, predict the reaction product. (9) Given the reactants [CH3:1][N:2]1[C:10]2[C:5](=[CH:6][C:7]([C:11]3[C:12](=[O:17])[NH:13][CH2:14][CH2:15][N:16]=3)=[CH:8][CH:9]=2)[CH:4]=[N:3]1.C(O)(=O)C.C([BH3-])#N.[Na+].C(N(C(C)C)CC)(C)C.[C:35](O[C:35]([O:37][C:38]([CH3:41])([CH3:40])[CH3:39])=[O:36])([O:37][C:38]([CH3:41])([CH3:40])[CH3:39])=[O:36], predict the reaction product. The product is: [CH3:1][N:2]1[C:10]2[C:5](=[CH:6][C:7]([CH:11]3[C:12](=[O:17])[NH:13][CH2:14][CH2:15][N:16]3[C:35]([O:37][C:38]([CH3:41])([CH3:40])[CH3:39])=[O:36])=[CH:8][CH:9]=2)[CH:4]=[N:3]1.